Dataset: Full USPTO retrosynthesis dataset with 1.9M reactions from patents (1976-2016). Task: Predict the reactants needed to synthesize the given product. (1) Given the product [CH2:1]([N+:3]1([CH2:16][CH2:9][CH2:10][CH2:11][S:12]([O-:15])(=[O:14])=[O:13])[CH2:8][CH2:7][O:6][CH2:5][CH2:4]1)[CH3:2], predict the reactants needed to synthesize it. The reactants are: [CH2:1]([N:3]1[CH2:8][CH2:7][O:6][CH2:5][CH2:4]1)[CH3:2].[CH2:9]1[CH2:16][O:15][S:12](=[O:14])(=[O:13])[CH2:11][CH2:10]1. (2) Given the product [CH2:19]([N:12]1[C:13]2[CH:1]=[N:2][C:3]([C:14]([O:16][CH2:5][C:6]3[CH:11]=[CH:10][CH:9]=[CH:8][CH:7]=3)=[O:15])=[CH:4][C:5]=2[C:6]2[C:11]1=[CH:10][CH:9]=[CH:8][CH:7]=2)[C:20]1[CH:25]=[CH:24][CH:23]=[CH:22][CH:21]=1, predict the reactants needed to synthesize it. The reactants are: [CH:1]1[C:13]2[NH:12][C:11]3[C:6](=[CH:7][CH:8]=[CH:9][CH:10]=3)[C:5]=2[CH:4]=[C:3]([C:14]([OH:16])=[O:15])[N:2]=1.[H-].[Na+].[CH2:19](Br)[C:20]1[CH:25]=[CH:24][CH:23]=[CH:22][CH:21]=1.C([O-])(O)=O.[Na+]. (3) The reactants are: [F:1][C:2]1[CH:7]=[CH:6][CH:5]=[CH:4][C:3]=1[N:8]1[C:12]([C:13]2[CH:18]=[CH:17][N:16]=[CH:15][CH:14]=2)=[C:11]([C:19]2[O:23][N:22]=[C:21]([C:24]3[CH:31]=[CH:30][C:27]([CH:28]=O)=[CH:26][CH:25]=3)[N:20]=2)[N:10]=[N:9]1.[CH:32]([NH2:35])([CH3:34])[CH3:33]. Given the product [F:1][C:2]1[CH:7]=[CH:6][CH:5]=[CH:4][C:3]=1[N:8]1[C:12]([C:13]2[CH:18]=[CH:17][N:16]=[CH:15][CH:14]=2)=[C:11]([C:19]2[O:23][N:22]=[C:21]([C:24]3[CH:31]=[CH:30][C:27]([CH2:28][NH:35][CH:32]([CH3:34])[CH3:33])=[CH:26][CH:25]=3)[N:20]=2)[N:10]=[N:9]1, predict the reactants needed to synthesize it. (4) Given the product [OH:4][CH:5]1[CH:8]([C:9]2[CH:14]=[CH:13][CH:12]=[CH:11][C:10]=2[Cl:15])[N:7]([C:16]2[CH:21]=[CH:20][C:19]([O:22][CH3:23])=[CH:18][CH:17]=2)[C:6]1=[O:24], predict the reactants needed to synthesize it. The reactants are: C([O:4][CH:5]1[CH:8]([C:9]2[CH:14]=[CH:13][CH:12]=[CH:11][C:10]=2[Cl:15])[N:7]([C:16]2[CH:21]=[CH:20][C:19]([O:22][CH3:23])=[CH:18][CH:17]=2)[C:6]1=[O:24])(=O)C.[OH-].[K+].O. (5) Given the product [CH3:21][N:22]([CH3:26])[CH2:23][CH2:24][S:25][CH2:1][CH:2]([CH2:13][C:14]1[CH:15]=[CH:16][CH:17]=[CH:18][CH:19]=1)[C:3]([O:5][CH2:6][C:7]1[CH:8]=[CH:9][CH:10]=[CH:11][CH:12]=1)=[O:4], predict the reactants needed to synthesize it. The reactants are: [CH2:1]=[C:2]([CH2:13][C:14]1[CH:19]=[CH:18][CH:17]=[CH:16][CH:15]=1)[C:3]([O:5][CH2:6][C:7]1[CH:12]=[CH:11][CH:10]=[CH:9][CH:8]=1)=[O:4].Cl.[CH3:21][N:22]([CH3:26])[CH2:23][CH2:24][SH:25].N1CCCCC1.[OH-].C([N+](C)(C)C)C1C=CC=CC=1. (6) Given the product [F:1][C:2]1[CH:7]=[CH:6][C:5]([C:8]([C:10]2[CH:15]=[CH:14][C:13]([OH:16])=[C:12]([I:17])[CH:11]=2)=[O:9])=[CH:4][CH:3]=1, predict the reactants needed to synthesize it. The reactants are: [F:1][C:2]1[CH:7]=[CH:6][C:5]([C:8]([C:10]2[CH:15]=[CH:14][C:13]([OH:16])=[CH:12][CH:11]=2)=[O:9])=[CH:4][CH:3]=1.[I-:17].[K+].II. (7) The reactants are: [Cl:1][C:2]1[CH:7]=[CH:6][C:5]([C:8]2[C:16]3[O:15][CH:14]([CH2:17][OH:18])[CH2:13][C:12]=3[CH:11]=[CH:10][CH:9]=2)=[C:4]([CH3:19])[CH:3]=1.[C:20]1([CH3:30])[CH:25]=[CH:24][C:23]([S:26](Cl)(=[O:28])=[O:27])=[CH:22][CH:21]=1.CC1C=CC(S(OCC2CC3C(C(F)(F)F)=CC=C(Cl)C=3O2)(=O)=O)=CC=1. Given the product [CH3:30][C:20]1[CH:25]=[CH:24][C:23]([S:26]([O:18][CH2:17][CH:14]2[CH2:13][C:12]3[CH:11]=[CH:10][CH:9]=[C:8]([C:5]4[CH:6]=[CH:7][C:2]([Cl:1])=[CH:3][C:4]=4[CH3:19])[C:16]=3[O:15]2)(=[O:28])=[O:27])=[CH:22][CH:21]=1, predict the reactants needed to synthesize it.